This data is from Reaction yield outcomes from USPTO patents with 853,638 reactions. The task is: Predict the reaction yield, written as a fraction of the theoretical maximum amount of product (1.0 means a 100% yield; for example, 0.34 means a 34% yield). (1) The yield is 0.500. The product is [F:22][C:19]1[CH:20]=[CH:21][C:14]([SH:10])=[C:15]([CH:18]=1)[C:16]#[N:17]. The reactants are O.O.O.O.O.O.O.O.O.[S-2:10].[Na+].[Na+].F[C:14]1[CH:21]=[CH:20][C:19]([F:22])=[CH:18][C:15]=1[C:16]#[N:17]. The catalyst is CN(C=O)C. (2) The reactants are [N+:1]([C:4]1[CH:8]=[C:7]([CH2:9][OH:10])[NH:6][N:5]=1)([O-:3])=[O:2].C(=O)([O-])[O-].[Cs+].[Cs+].[Br:17][CH:18](Br)[CH3:19].OP([O-])(O)=O.[K+]. The catalyst is O.C(OCC)(=O)C.CN(C=O)C. The product is [Br:17][CH2:18][CH2:19][N:6]1[C:7]([CH2:9][OH:10])=[CH:8][C:4]([N+:1]([O-:3])=[O:2])=[N:5]1. The yield is 0.860. (3) The reactants are [O:1]1[CH:5]=[CH:4][CH:3]=[C:2]1[C:6]([OH:8])=O.C1CCC(N=C=NC2CCCCC2)CC1.C1C=CC2N(O)N=NC=2C=1.[CH:34]12[CH2:41][N:40]([C:42]([O:44][C:45]([CH3:48])([CH3:47])[CH3:46])=[O:43])[CH2:39][CH:38]1[CH2:37][CH2:36][NH:35]2. The catalyst is C1COCC1. The product is [O:1]1[CH:5]=[CH:4][CH:3]=[C:2]1[C:6]([N:35]1[CH2:36][CH2:37][CH:38]2[CH:34]1[CH2:41][N:40]([C:42]([O:44][C:45]([CH3:48])([CH3:47])[CH3:46])=[O:43])[CH2:39]2)=[O:8]. The yield is 0.320. (4) The reactants are [NH:1]1[CH2:6][CH2:5][NH:4][CH2:3][CH2:2]1.F[C:8]1[CH:13]=[CH:12][CH:11]=[CH:10][C:9]=1[N+:14]([O-:16])=[O:15].O. The catalyst is CS(C)=O. The product is [N+:14]([C:9]1[CH:8]=[C:13]([N:1]2[CH2:6][CH2:5][NH:4][CH2:3][CH2:2]2)[CH:12]=[CH:11][CH:10]=1)([O-:16])=[O:15]. The yield is 0.650. (5) The reactants are [CH2:1]([C:3]1[C:11]([CH3:12])=[C:10]2[C:6]([C:7](=[O:13])[O:8][CH2:9]2)=[C:5]([O:14][CH2:15][CH2:16][Si:17]([CH3:20])([CH3:19])[CH3:18])[C:4]=1[CH2:21][CH:22]=[C:23]([CH3:26])[CH:24]=[O:25])[CH3:2].[BH4-].[Li+]. The catalyst is CO.CO.O.C1COCC1. The product is [CH2:1]([C:3]1[C:11]([CH3:12])=[C:10]2[C:6](=[C:5]([O:14][CH2:15][CH2:16][Si:17]([CH3:18])([CH3:19])[CH3:20])[C:4]=1[CH2:21][CH:22]=[C:23]([CH3:26])[CH2:24][OH:25])[C:7](=[O:13])[O:8][CH2:9]2)[CH3:2]. The yield is 0.730.